From a dataset of Forward reaction prediction with 1.9M reactions from USPTO patents (1976-2016). Predict the product of the given reaction. Given the reactants [CH3:1][O:2][C:3]([C:5]1[C:10]2[CH:11]=[CH:12][NH:13][C:9]=2[CH:8]=[CH:7][N:6]=1)=[O:4].[Cl:14]N1C(=O)CCC1=O.O, predict the reaction product. The product is: [Cl:14][C:11]1[C:10]2[C:5]([C:3]([O:2][CH3:1])=[O:4])=[N:6][CH:7]=[CH:8][C:9]=2[NH:13][CH:12]=1.